This data is from Catalyst prediction with 721,799 reactions and 888 catalyst types from USPTO. The task is: Predict which catalyst facilitates the given reaction. (1) Reactant: [I-].[Cs+].[O:3]1[C:11]2[C:6](=[N:7][CH:8]=[CH:9][CH:10]=2)[NH:5][C:4]1=[O:12].Cl[CH2:14][C:15]1[CH:16]=[CH:17][C:18]([C:21]([F:24])([F:23])[F:22])=[N:19][CH:20]=1.C(=O)([O-])[O-].[Cs+].[Cs+]. Product: [F:24][C:21]([F:22])([F:23])[C:18]1[N:19]=[CH:20][C:15]([CH2:14][N:7]2[CH:8]=[CH:9][CH:10]=[C:11]3[O:3][C:4](=[O:12])[N:5]=[C:6]23)=[CH:16][CH:17]=1. The catalyst class is: 9. (2) Reactant: [F:1][C:2]1[CH:3]=[C:4]([CH:7]=[C:8]([F:11])[C:9]=1[OH:10])[C:5]#[N:6].C([O-])([O-])=O.[K+].[K+].[Br:18][CH2:19][CH2:20]Br. Product: [Br:18][CH2:19][CH2:20][O:10][C:9]1[C:2]([F:1])=[CH:3][C:4]([C:5]#[N:6])=[CH:7][C:8]=1[F:11]. The catalyst class is: 3. (3) Product: [N:1]([C@H:4]([CH3:8])[C:5]([NH:13][C:14]1[C:15]([Cl:21])=[N:16][C:17]([Cl:20])=[CH:18][CH:19]=1)=[O:6])=[N+:2]=[N-:3]. The catalyst class is: 44. Reactant: [N:1]([C@H:4]([CH3:8])[C:5](O)=[O:6])=[N+:2]=[N-:3].S(Cl)(Cl)=O.[NH2:13][C:14]1[C:15]([Cl:21])=[N:16][C:17]([Cl:20])=[CH:18][CH:19]=1.O. (4) Reactant: Br[C:2]1[CH:7]=[CH:6][C:5]([C:8]2[C:14]3[CH:15]=[C:16]([O:21][CH3:22])[C:17]([O:19][CH3:20])=[CH:18][C:13]=3[CH2:12][CH:11]([CH3:23])[N:10]([C:24]([NH:26][CH3:27])=[O:25])[N:9]=2)=[CH:4][CH:3]=1.[NH:28]1[C:32](B(O)O)=[CH:31][CH:30]=[N:29]1.C(=O)([O-])[O-].[K+].[K+]. Product: [CH3:20][O:19][C:17]1[C:16]([O:21][CH3:22])=[CH:15][C:14]2[C:8]([C:5]3[CH:4]=[CH:3][C:2]([C:32]4[CH:31]=[CH:30][NH:29][N:28]=4)=[CH:7][CH:6]=3)=[N:9][N:10]([C:24]([NH:26][CH3:27])=[O:25])[CH:11]([CH3:23])[CH2:12][C:13]=2[CH:18]=1. The catalyst class is: 294. (5) Reactant: [Cl:1][C:2]1[CH:7]=[CH:6][CH:5]=[CH:4][C:3]=1[N:8]1[C:13]([CH3:14])=[CH:12][C:11]([OH:15])=[C:10]([CH:16]=[N:17]O)[C:9]1=[O:19]. Product: [Cl:1][C:2]1[CH:7]=[CH:6][CH:5]=[CH:4][C:3]=1[N:8]1[C:13]([CH3:14])=[CH:12][C:11]([OH:15])=[C:10]([C:16]#[N:17])[C:9]1=[O:19]. The catalyst class is: 15. (6) Reactant: [O:1]1[CH2:6][CH2:5][N:4]([CH2:7][CH2:8][N:9]([C:14]2[CH:22]=[CH:21][C:17]([C:18]([OH:20])=[O:19])=[CH:16][C:15]=2[O:23][CH2:24][CH2:25][O:26][CH:27]2[CH2:32][CH2:31][CH2:30][CH2:29][O:28]2)[S:10]([CH3:13])(=[O:12])=[O:11])[CH2:3][CH2:2]1.[Cl:33][C:34]1[CH:35]=[N+:36]([O-:59])[CH:37]=[C:38]([Cl:58])[C:39]=1[CH2:40][C@@H:41]([C:43]1[CH:48]=[CH:47][C:46]([O:49][CH:50]([F:52])[F:51])=[C:45]([O:53][CH2:54][CH:55]2[CH2:57][CH2:56]2)[CH:44]=1)O.C(Cl)CCl. Product: [Cl:33][C:34]1[CH:35]=[N+:36]([O-:59])[CH:37]=[C:38]([Cl:58])[C:39]=1[CH2:40][C@@H:41]([C:43]1[CH:48]=[CH:47][C:46]([O:49][CH:50]([F:52])[F:51])=[C:45]([O:53][CH2:54][CH:55]2[CH2:57][CH2:56]2)[CH:44]=1)[O:19][C:18](=[O:20])[C:17]1[CH:21]=[CH:22][C:14]([N:9]([CH2:8][CH2:7][N:4]2[CH2:5][CH2:6][O:1][CH2:2][CH2:3]2)[S:10]([CH3:13])(=[O:12])=[O:11])=[C:15]([O:23][CH2:24][CH2:25][O:26][CH:27]2[CH2:32][CH2:31][CH2:30][CH2:29][O:28]2)[CH:16]=1. The catalyst class is: 79. (7) Reactant: Br[C:2]1[CH:3]=[C:4]([C:14]([N:16]2[CH2:20][C:19](=[O:21])[NH:18][CH2:17]2)=[O:15])[S:5][C:6]=1[C:7]1[CH:12]=[CH:11][CH:10]=[C:9]([Cl:13])[CH:8]=1.[Cl:22][C:23]1[CH:24]=[C:25](B(O)O)[CH:26]=[CH:27][C:28]=1[F:29].C(=O)(O)[O-].[Na+]. Product: [Cl:22][C:23]1[CH:24]=[C:25]([C:2]2[CH:3]=[C:4]([C:14]([N:16]3[CH2:20][C:19](=[O:21])[NH:18][CH2:17]3)=[O:15])[S:5][C:6]=2[C:7]2[CH:12]=[CH:11][CH:10]=[C:9]([Cl:13])[CH:8]=2)[CH:26]=[CH:27][C:28]=1[F:29]. The catalyst class is: 104. (8) Reactant: [Cl-].[Al+3].[Cl-].[Cl-].[C:5](Cl)(=[O:7])[CH3:6].[Cl:9][CH2:10][CH2:11][CH2:12][C:13]1[CH:18]=[CH:17][CH:16]=[CH:15][CH:14]=1. Product: [Cl:9][CH2:10][CH2:11][CH2:12][C:13]1[CH:18]=[CH:17][C:16]([C:5](=[O:7])[CH3:6])=[CH:15][CH:14]=1. The catalyst class is: 4. (9) Reactant: [O:1]1[CH2:6][CH2:5][CH2:4][O:3][CH:2]1[C:7]1[CH:12]=[CH:11][C:10]([C:13]2[S:14][C:15]3[C:20]([N:21]=2)=[CH:19][CH:18]=[C:17]([C:22]([CH:24]2[CH2:29][CH2:28][O:27][CH2:26][CH2:25]2)=O)[N:16]=3)=[C:9]([F:30])[CH:8]=1.[CH3:31][Si](C[Mg]Cl)(C)C.CC(C)([O-])C.[K+]. Product: [O:3]1[CH2:4][CH2:5][CH2:6][O:1][CH:2]1[C:7]1[CH:12]=[CH:11][C:10]([C:13]2[S:14][C:15]3[C:20]([N:21]=2)=[CH:19][CH:18]=[C:17]([C:22]([CH:24]2[CH2:25][CH2:26][O:27][CH2:28][CH2:29]2)=[CH2:31])[N:16]=3)=[C:9]([F:30])[CH:8]=1. The catalyst class is: 1. (10) Reactant: [O:1]1[CH2:6][CH2:5][CH2:4][CH2:3][CH:2]1[O:7][CH2:8][CH2:9][S:10][C:11]1[CH:16]=[CH:15][CH:14]=[CH:13][C:12]=1[C:17]1[N:21]2[CH:22]=[C:23]([O:26][C@@H:27]3[C:36]4[C:31](=[CH:32][CH:33]=[CH:34][CH:35]=4)[C@@H:30]([NH2:37])[CH2:29][CH2:28]3)[CH:24]=[CH:25][C:20]2=[N:19][N:18]=1.CCN(C(C)C)C(C)C.[C:47]([C:51]1[CH:55]=[C:54]([NH:56][C:57](=O)[O:58]CC(Cl)(Cl)Cl)[N:53]([C:65]2[CH:70]=[CH:69][C:68]([CH3:71])=[CH:67][CH:66]=2)[N:52]=1)([CH3:50])([CH3:49])[CH3:48]. Product: [C:47]([C:51]1[CH:55]=[C:54]([NH:56][C:57]([NH:37][C@@H:30]2[C:31]3[C:36](=[CH:35][CH:34]=[CH:33][CH:32]=3)[C@@H:27]([O:26][C:23]3[CH:24]=[CH:25][C:20]4[N:21]([C:17]([C:12]5[CH:13]=[CH:14][CH:15]=[CH:16][C:11]=5[S:10][CH2:9][CH2:8][O:7][CH:2]5[CH2:3][CH2:4][CH2:5][CH2:6][O:1]5)=[N:18][N:19]=4)[CH:22]=3)[CH2:28][CH2:29]2)=[O:58])[N:53]([C:65]2[CH:70]=[CH:69][C:68]([CH3:71])=[CH:67][CH:66]=2)[N:52]=1)([CH3:50])([CH3:48])[CH3:49]. The catalyst class is: 12.